Dataset: Forward reaction prediction with 1.9M reactions from USPTO patents (1976-2016). Task: Predict the product of the given reaction. (1) Given the reactants [NH2:1][C:2]1[CH:3]=[C:4]([C:20]2[N:21]=[C:22]([C:25]3[CH:30]=[CH:29][N:28]=[CH:27][CH:26]=3)[S:23][CH:24]=2)[C:5](=[O:19])[N:6](CC2C=CC(OC)=CC=2)[C:7]=1[CH2:8][CH3:9].C(O[C:36]([N:38]([CH2:40][C:41](O)=[O:42])C)=O)(C)(C)C.COC1C=C(S)C=CC=1.C(O)(C(F)(F)F)=O, predict the reaction product. The product is: [CH2:8]([C:7]1[NH:6][C:5](=[O:19])[C:4]([C:20]2[N:21]=[C:22]([C:25]3[CH:30]=[CH:29][N:28]=[CH:27][CH:26]=3)[S:23][CH:24]=2)=[CH:3][C:2]=1[NH:1][C:41](=[O:42])[CH2:40][NH:38][CH3:36])[CH3:9]. (2) The product is: [NH2:13][CH:7]([C:3]1[S:4][CH:5]=[CH:6][C:2]=1[CH3:1])[CH2:10][C:9]([OH:12])=[O:11]. Given the reactants [CH3:1][C:2]1[CH:6]=[CH:5][S:4][C:3]=1[CH:7]=O.[C:9]([O-:12])(=[O:11])[CH3:10].[NH4+:13].C([O-])(=O)CC([O-])=O, predict the reaction product. (3) Given the reactants [C:1]1(=O)[C:11]2=[C:12]3[C:7](=[CH:8][CH:9]=[CH:10]2)[CH:6]=[CH:5][CH:4]=[C:3]3[CH2:2]1.[O:14]=[C:15]1[N:19]([CH:20]2[CH2:25][CH2:24][NH:23][CH2:22][CH2:21]2)[C:18]2[CH:26]=[CH:27][CH:28]=[CH:29][C:17]=2[NH:16]1.[Na].O, predict the reaction product. The product is: [CH:1]1([N:23]2[CH2:22][CH2:21][CH:20]([N:19]3[C:18]4[CH:26]=[CH:27][CH:28]=[CH:29][C:17]=4[NH:16][C:15]3=[O:14])[CH2:25][CH2:24]2)[C:11]2=[C:12]3[C:7](=[CH:8][CH:9]=[CH:10]2)[CH:6]=[CH:5][CH:4]=[C:3]3[CH2:2]1.